Dataset: Peptide-MHC class II binding affinity with 134,281 pairs from IEDB. Task: Regression. Given a peptide amino acid sequence and an MHC pseudo amino acid sequence, predict their binding affinity value. This is MHC class II binding data. (1) The peptide sequence is DEELLKAVRIIKILYQSNP. The MHC is DRB1_0401 with pseudo-sequence DRB1_0401. The binding affinity (normalized) is 0.763. (2) The peptide sequence is SLFFSAQPFEITAST. The MHC is HLA-DQA10501-DQB10301 with pseudo-sequence HLA-DQA10501-DQB10301. The binding affinity (normalized) is 0.675. (3) The binding affinity (normalized) is 0.452. The peptide sequence is HVTRGAFLVRNGKKL. The MHC is DRB1_0301 with pseudo-sequence DRB1_0301. (4) The peptide sequence is MSGHALAARTLLAAA. The MHC is DRB1_0101 with pseudo-sequence DRB1_0101. The binding affinity (normalized) is 0.752. (5) The peptide sequence is CGYLMFLGGVKPTHI. The MHC is HLA-DQA10501-DQB10303 with pseudo-sequence HLA-DQA10501-DQB10303. The binding affinity (normalized) is 0.515. (6) The peptide sequence is IKGTAPFETHANRIV. The MHC is HLA-DPA10103-DPB10401 with pseudo-sequence HLA-DPA10103-DPB10401. The binding affinity (normalized) is 0. (7) The peptide sequence is VADAYITLVTLPKSS. The MHC is DRB1_1602 with pseudo-sequence DRB1_1602. The binding affinity (normalized) is 0.438. (8) The peptide sequence is EYGNLSLSGIAQSASD. The MHC is DRB1_0801 with pseudo-sequence DRB1_0801. The binding affinity (normalized) is 0.435. (9) The peptide sequence is VDGIIAAYQNPASWK. The MHC is DRB1_0405 with pseudo-sequence DRB1_0405. The binding affinity (normalized) is 0.386.